From a dataset of Catalyst prediction with 721,799 reactions and 888 catalyst types from USPTO. Predict which catalyst facilitates the given reaction. (1) Reactant: [C:1]12([C:11]3[CH:12]=[C:13]([CH:25]([C:27]4[CH:28]=[N:29][CH:30]=[CH:31][CH:32]=4)[OH:26])[CH:14]=[CH:15][C:16]=3[O:17][Si:18]([C:21]([CH3:24])([CH3:23])[CH3:22])([CH3:20])[CH3:19])[CH2:10][CH:5]3[CH2:6][CH:7]([CH2:9][CH:3]([CH2:4]3)[CH2:2]1)[CH2:8]2.CC(OI1(OC(C)=O)(OC(C)=O)OC(=O)C2C=CC=CC1=2)=O. Product: [C:1]12([C:11]3[CH:12]=[C:13]([C:25]([C:27]4[CH:28]=[N:29][CH:30]=[CH:31][CH:32]=4)=[O:26])[CH:14]=[CH:15][C:16]=3[O:17][Si:18]([C:21]([CH3:23])([CH3:24])[CH3:22])([CH3:19])[CH3:20])[CH2:8][CH:7]3[CH2:9][CH:3]([CH2:4][CH:5]([CH2:6]3)[CH2:10]1)[CH2:2]2. The catalyst class is: 158. (2) Reactant: [CH:1]1([CH2:4]Br)[CH2:3][CH2:2]1.[Cl:6][C:7]1[C:12]([C:13]2[C:18]([F:19])=[CH:17][C:16]([F:20])=[CH:15][C:14]=2[F:21])=[C:11]([NH:22][O:23][CH3:24])[N:10]=[C:9]([S:25][CH3:26])[N:8]=1.[H-].[Na+].O. Product: [Cl:6][C:7]1[C:12]([C:13]2[C:14]([F:21])=[CH:15][C:16]([F:20])=[CH:17][C:18]=2[F:19])=[C:11]([N:22]([CH2:4][CH:1]2[CH2:3][CH2:2]2)[O:23][CH3:24])[N:10]=[C:9]([S:25][CH3:26])[N:8]=1. The catalyst class is: 44. (3) Reactant: [Br:1][C:2]1[C:3]([CH3:28])=[C:4]([C:15]([NH:18][S:19]([C:22]2[CH:27]=[CH:26][CH:25]=[CH:24][N:23]=2)(=[O:21])=[O:20])=[CH:16][CH:17]=1)[C:5]([O:7]CC1C=CC=CC=1)=[O:6]. Product: [Br:1][C:2]1[C:3]([CH3:28])=[C:4]([C:15]([NH:18][S:19]([C:22]2[CH:27]=[CH:26][CH:25]=[CH:24][N:23]=2)(=[O:21])=[O:20])=[CH:16][CH:17]=1)[C:5]([OH:7])=[O:6]. The catalyst class is: 19. (4) The catalyst class is: 79. Product: [CH:18]([NH:1][C:2]1[CH:14]=[CH:13][C:5]([C:6]([O:8][C:9]([CH3:10])([CH3:11])[CH3:12])=[O:7])=[CH:4][CH:3]=1)=[O:19]. Reactant: [NH2:1][C:2]1[CH:14]=[CH:13][C:5]([C:6]([O:8][C:9]([CH3:12])([CH3:11])[CH3:10])=[O:7])=[CH:4][CH:3]=1.CN1CC[O:19][CH2:18]C1.C(O)=O. (5) Reactant: [Cl:1][C:2]1[C:7]([CH2:8][CH2:9][OH:10])=[C:6]([Cl:11])[N:5]2[N:12]=[CH:13][CH:14]=[C:4]2[N:3]=1.C(N(CC)CC)C.[C:22]([Si:26](Cl)([CH3:28])[CH3:27])([CH3:25])([CH3:24])[CH3:23].[Cl-].[NH4+]. Product: [Si:26]([O:10][CH2:9][CH2:8][C:7]1[C:2]([Cl:1])=[N:3][C:4]2[N:5]([N:12]=[CH:13][CH:14]=2)[C:6]=1[Cl:11])([C:22]([CH3:25])([CH3:24])[CH3:23])([CH3:28])[CH3:27]. The catalyst class is: 2. (6) Reactant: ClCCl.C(N(CC)CC)C.Cl.[NH2:12][OH:13].[C:14]([Si:18](Cl)([C:25]1[CH:30]=[CH:29][CH:28]=[CH:27][CH:26]=1)[C:19]1[CH:24]=[CH:23][CH:22]=[CH:21][CH:20]=1)([CH3:17])([CH3:16])[CH3:15]. Product: [Si:18]([O:13][NH2:12])([C:14]([CH3:17])([CH3:16])[CH3:15])([C:25]1[CH:30]=[CH:29][CH:28]=[CH:27][CH:26]=1)[C:19]1[CH:24]=[CH:23][CH:22]=[CH:21][CH:20]=1. The catalyst class is: 195. (7) Reactant: [C:1]([O:5][C:6](=[O:16])[NH:7][C@H:8]1[CH2:13][CH2:12][C@H:11]([CH2:14][OH:15])[CH2:10][CH2:9]1)([CH3:4])([CH3:3])[CH3:2].[CH3:17][O:18][C:19]1[CH:20]=[C:21]2[C:26](=[CH:27][CH:28]=1)[N:25]=[CH:24][C:23]([C:29](O)=[O:30])=[CH:22]2.ON1C2C=CC=CC=2N=N1.Cl.CN(C)CCCN=C=NCC.C(N(CC)CC)C. Product: [C:1]([O:5][C:6]([NH:7][C@H:8]1[CH2:9][CH2:10][C@H:11]([CH2:14][O:15][C:29]([C:23]2[CH:24]=[N:25][C:26]3[C:21]([CH:22]=2)=[CH:20][C:19]([O:18][CH3:17])=[CH:28][CH:27]=3)=[O:30])[CH2:12][CH2:13]1)=[O:16])([CH3:4])([CH3:2])[CH3:3]. The catalyst class is: 96. (8) Reactant: [C:1]([C:3]1[N:4]=[C:5]([C:18]2[C:23]([F:24])=[CH:22][CH:21]=[CH:20][C:19]=2[F:25])[O:6][C:7]=1[NH:8][C:9]1[CH:17]=[CH:16][C:12]([C:13]([OH:15])=O)=[CH:11][CH:10]=1)#[N:2].F[P-](F)(F)(F)(F)F.N1(OC(N(C)C)=[N+](C)C)C2N=CC=CC=2N=N1.C(N(C(C)C)CC)(C)C.[NH:59]1[CH2:64][CH2:63][O:62][CH2:61][CH2:60]1. Product: [F:25][C:19]1[CH:20]=[CH:21][CH:22]=[C:23]([F:24])[C:18]=1[C:5]1[O:6][C:7]([NH:8][C:9]2[CH:17]=[CH:16][C:12]([C:13]([N:59]3[CH2:64][CH2:63][O:62][CH2:61][CH2:60]3)=[O:15])=[CH:11][CH:10]=2)=[C:3]([C:1]#[N:2])[N:4]=1. The catalyst class is: 25. (9) Reactant: [Cl-].[NH4+:2].C([Al](CC)CC)C.[CH2:10]([O:13][C:14]1[CH:21]=[CH:20][CH:19]=[CH:18][C:15]=1[C:16]#[N:17])[CH2:11][CH3:12].C(Cl)(Cl)[Cl:23]. Product: [ClH:23].[CH2:10]([O:13][C:14]1[CH:21]=[CH:20][CH:19]=[CH:18][C:15]=1[C:16]([NH2:2])=[NH:17])[CH2:11][CH3:12]. The catalyst class is: 345.